Dataset: Catalyst prediction with 721,799 reactions and 888 catalyst types from USPTO. Task: Predict which catalyst facilitates the given reaction. (1) Reactant: [C:1]1([C:42]2[CH:47]=[CH:46][CH:45]=[CH:44][CH:43]=2)[CH:6]=[CH:5][CH:4]=[CH:3][C:2]=1[NH:7][C:8]([O:10][CH:11]1[CH2:16][CH2:15][N:14]([CH2:17][CH2:18][N:19]([CH3:41])[C:20](=[O:40])[CH2:21][CH2:22][CH2:23][CH2:24][CH2:25][NH:26][C:27]2[S:28][C:29]([C:33]([O:35]C(C)(C)C)=[O:34])=[C:30]([CH3:32])[N:31]=2)[CH2:13][CH2:12]1)=[O:9]. Product: [C:1]1([C:42]2[CH:43]=[CH:44][CH:45]=[CH:46][CH:47]=2)[CH:6]=[CH:5][CH:4]=[CH:3][C:2]=1[NH:7][C:8]([O:10][CH:11]1[CH2:12][CH2:13][N:14]([CH2:17][CH2:18][N:19]([CH3:41])[C:20](=[O:40])[CH2:21][CH2:22][CH2:23][CH2:24][CH2:25][NH:26][C:27]2[S:28][C:29]([C:33]([OH:35])=[O:34])=[C:30]([CH3:32])[N:31]=2)[CH2:15][CH2:16]1)=[O:9]. The catalyst class is: 89. (2) Reactant: C(N(CC)CC)C.[Cl:8][C:9]1[N:10]=[C:11]([C:16]([NH:18][C@@H:19]2[CH2:24][CH2:23][N:22]([C:25]([O:27][C:28]([CH3:31])([CH3:30])[CH3:29])=[O:26])[CH2:21][C@H:20]2[OH:32])=[O:17])[NH:12][C:13]=1[CH2:14][CH3:15].O. Product: [Cl:8][C:9]1[N:10]=[C:11]([C:16]([NH:18][CH:19]2[CH2:24][CH2:23][N:22]([C:25]([O:27][C:28]([CH3:31])([CH3:30])[CH3:29])=[O:26])[CH2:21][C:20]2=[O:32])=[O:17])[NH:12][C:13]=1[CH2:14][CH3:15]. The catalyst class is: 633. (3) Reactant: Cl.[Cl:2][CH2:3][CH2:4][CH2:5][CH:6]([C:18]1[CH:23]=[CH:22][C:21]([CH3:24])=[CH:20][CH:19]=1)[C:7]([NH:9][NH:10]C(OC(C)(C)C)=O)=[O:8]. The catalyst class is: 13. Product: [ClH:2].[Cl:2][CH2:3][CH2:4][CH2:5][CH:6]([C:18]1[CH:23]=[CH:22][C:21]([CH3:24])=[CH:20][CH:19]=1)[C:7]([NH:9][NH2:10])=[O:8].